From a dataset of NCI-60 drug combinations with 297,098 pairs across 59 cell lines. Regression. Given two drug SMILES strings and cell line genomic features, predict the synergy score measuring deviation from expected non-interaction effect. (1) Synergy scores: CSS=68.2, Synergy_ZIP=8.63, Synergy_Bliss=7.90, Synergy_Loewe=-27.1, Synergy_HSA=7.13. Drug 2: CC1CCCC2(C(O2)CC(NC(=O)CC(C(C(=O)C(C1O)C)(C)C)O)C(=CC3=CSC(=N3)C)C)C. Drug 1: CC1=CC=C(C=C1)C2=CC(=NN2C3=CC=C(C=C3)S(=O)(=O)N)C(F)(F)F. Cell line: SK-MEL-2. (2) Drug 1: CCC1=CC2CC(C3=C(CN(C2)C1)C4=CC=CC=C4N3)(C5=C(C=C6C(=C5)C78CCN9C7C(C=CC9)(C(C(C8N6C)(C(=O)OC)O)OC(=O)C)CC)OC)C(=O)OC.C(C(C(=O)O)O)(C(=O)O)O. Drug 2: CC12CCC3C(C1CCC2OP(=O)(O)O)CCC4=C3C=CC(=C4)OC(=O)N(CCCl)CCCl.[Na+]. Cell line: MALME-3M. Synergy scores: CSS=38.4, Synergy_ZIP=-0.970, Synergy_Bliss=-1.44, Synergy_Loewe=-20.4, Synergy_HSA=-0.222. (3) Drug 1: C1=NC2=C(N1)C(=S)N=C(N2)N. Drug 2: CCC1(CC2CC(C3=C(CCN(C2)C1)C4=CC=CC=C4N3)(C5=C(C=C6C(=C5)C78CCN9C7C(C=CC9)(C(C(C8N6C)(C(=O)OC)O)OC(=O)C)CC)OC)C(=O)OC)O.OS(=O)(=O)O. Cell line: OVCAR-8. Synergy scores: CSS=38.3, Synergy_ZIP=-8.95, Synergy_Bliss=-8.80, Synergy_Loewe=-21.4, Synergy_HSA=-7.20. (4) Drug 1: CC1=C(C(=CC=C1)Cl)NC(=O)C2=CN=C(S2)NC3=CC(=NC(=N3)C)N4CCN(CC4)CCO. Synergy scores: CSS=29.7, Synergy_ZIP=-8.23, Synergy_Bliss=-4.01, Synergy_Loewe=-55.0, Synergy_HSA=-4.73. Drug 2: C1=NNC2=C1C(=O)NC=N2. Cell line: MDA-MB-231. (5) Drug 1: CC(CN1CC(=O)NC(=O)C1)N2CC(=O)NC(=O)C2. Drug 2: CCCCCOC(=O)NC1=NC(=O)N(C=C1F)C2C(C(C(O2)C)O)O. Cell line: NCIH23. Synergy scores: CSS=8.02, Synergy_ZIP=-6.45, Synergy_Bliss=-0.579, Synergy_Loewe=-8.25, Synergy_HSA=-1.10. (6) Drug 1: C1CCC(C1)C(CC#N)N2C=C(C=N2)C3=C4C=CNC4=NC=N3. Drug 2: CC1OCC2C(O1)C(C(C(O2)OC3C4COC(=O)C4C(C5=CC6=C(C=C35)OCO6)C7=CC(=C(C(=C7)OC)O)OC)O)O. Cell line: U251. Synergy scores: CSS=51.6, Synergy_ZIP=0.914, Synergy_Bliss=1.25, Synergy_Loewe=-24.1, Synergy_HSA=1.78.